Dataset: Ames mutagenicity test results for genotoxicity prediction. Task: Regression/Classification. Given a drug SMILES string, predict its toxicity properties. Task type varies by dataset: regression for continuous values (e.g., LD50, hERG inhibition percentage) or binary classification for toxic/non-toxic outcomes (e.g., AMES mutagenicity, cardiotoxicity, hepatotoxicity). Dataset: ames. (1) The molecule is C[C@@H](O)c1ccccc1. The result is 0 (non-mutagenic). (2) The molecule is O=C(Nc1cccc2c1C(=O)c1cccc(Cl)c1C2=O)c1ccccc1. The result is 1 (mutagenic). (3) The molecule is O=[P@@]1(NCCCl)OCCCN1CCCl. The result is 1 (mutagenic). (4) The drug is O=C(Cl)c1cccc(Cl)c1. The result is 1 (mutagenic). (5) The molecule is ClCc1cc2cccc3ccc4cc5ccccc5c1c4c32. The result is 1 (mutagenic). (6) The compound is COCCOCCO. The result is 0 (non-mutagenic). (7) The result is 0 (non-mutagenic). The compound is NC(CC(=O)O)C(=O)O.